From a dataset of NCI-60 drug combinations with 297,098 pairs across 59 cell lines. Regression. Given two drug SMILES strings and cell line genomic features, predict the synergy score measuring deviation from expected non-interaction effect. (1) Drug 1: COC1=C(C=C2C(=C1)N=CN=C2NC3=CC(=C(C=C3)F)Cl)OCCCN4CCOCC4. Drug 2: COC1=CC(=CC(=C1O)OC)C2C3C(COC3=O)C(C4=CC5=C(C=C24)OCO5)OC6C(C(C7C(O6)COC(O7)C8=CC=CS8)O)O. Cell line: LOX IMVI. Synergy scores: CSS=50.5, Synergy_ZIP=9.75, Synergy_Bliss=9.79, Synergy_Loewe=-2.96, Synergy_HSA=13.2. (2) Drug 1: CC1=C2C(C(=O)C3(C(CC4C(C3C(C(C2(C)C)(CC1OC(=O)C(C(C5=CC=CC=C5)NC(=O)OC(C)(C)C)O)O)OC(=O)C6=CC=CC=C6)(CO4)OC(=O)C)O)C)O. Drug 2: C1C(C(OC1N2C=NC3=C2NC=NCC3O)CO)O. Cell line: SW-620. Synergy scores: CSS=9.19, Synergy_ZIP=-4.79, Synergy_Bliss=-9.16, Synergy_Loewe=-16.5, Synergy_HSA=-9.36. (3) Drug 1: CC1=C(C=C(C=C1)NC2=NC=CC(=N2)N(C)C3=CC4=NN(C(=C4C=C3)C)C)S(=O)(=O)N.Cl. Drug 2: C(=O)(N)NO. Cell line: BT-549. Synergy scores: CSS=12.1, Synergy_ZIP=-1.38, Synergy_Bliss=-0.606, Synergy_Loewe=-2.45, Synergy_HSA=-2.98.